This data is from Forward reaction prediction with 1.9M reactions from USPTO patents (1976-2016). The task is: Predict the product of the given reaction. (1) Given the reactants [C:1]([O:5][C:6](=[O:19])[NH:7][C:8]1[CH:13]=[C:12](Cl)[C:11]([CH3:15])=[CH:10][C:9]=1[N+:16]([O-:18])=[O:17])([CH3:4])([CH3:3])[CH3:2].[CH2:20]([NH:24][CH3:25])[CH:21]([CH3:23])[CH3:22], predict the reaction product. The product is: [C:1]([O:5][C:6](=[O:19])[NH:7][C:8]1[CH:13]=[C:12]([N:24]([CH2:20][CH:21]([CH3:23])[CH3:22])[CH3:25])[C:11]([CH3:15])=[CH:10][C:9]=1[N+:16]([O-:18])=[O:17])([CH3:4])([CH3:3])[CH3:2]. (2) Given the reactants CC1C=CC(S(O[CH2:12][CH:13]2[CH2:17][C:16]3[CH:18]=[C:19]([Cl:30])[CH:20]=[C:21](OS(C(F)(F)F)(=O)=O)[C:15]=3[O:14]2)(=O)=O)=CC=1.[Cl:31][C:32]1[CH:37]=[CH:36][CH:35]=[CH:34][C:33]=1B(O)O.C(=O)([O-])[O-].[K+].[K+].C(C1C=CC=CC=1B1OC(C)(C)C(C)(C)O1)(C)C.CC1C=CC(S(OCC2CC3C=C(Cl)C=C(C4C=CC=CC=4Cl)C=3O2)(=O)=O)=CC=1.S(C1C=CC(C)=CC=1)([O-])(=O)=O.[N-:105]=[N+]=[N-].[Na+].N(CC1CC2C=C(Cl)C=C(C3C=CC=CC=3C)C=2O1)=[N+]=[N-].[N-]=[N+]=[N-], predict the reaction product. The product is: [Cl:30][C:19]1[CH:20]=[C:21]([C:33]2[CH:34]=[CH:35][CH:36]=[CH:37][C:32]=2[Cl:31])[C:15]2[O:14][CH:13]([CH2:12][NH2:105])[CH2:17][C:16]=2[CH:18]=1. (3) Given the reactants [Cl:1][C:2]([F:25])([F:24])[C:3]1[CH:11]=[CH:10][C:6]([C:7](O)=[O:8])=[C:5]([CH2:12][N:13]2[C:17](=[O:18])[N:16]([CH3:19])[C:15]([C:20]([F:23])([F:22])[F:21])=[N:14]2)[N:4]=1.C(Cl)(=O)C(Cl)=O.[C:32]1(=[O:39])[CH2:37][CH2:36][CH2:35][C:34](=[O:38])[CH2:33]1.C(N(CC)CC)C, predict the reaction product. The product is: [Cl:1][C:2]([F:24])([F:25])[C:3]1[N:4]=[C:5]([CH2:12][N:13]2[C:17](=[O:18])[N:16]([CH3:19])[C:15]([C:20]([F:23])([F:22])[F:21])=[N:14]2)[C:6]([C:7]([C:33]2[C:34](=[O:38])[CH2:35][CH2:36][CH2:37][C:32]=2[OH:39])=[O:8])=[CH:10][CH:11]=1.